Task: Predict the reactants needed to synthesize the given product.. Dataset: Full USPTO retrosynthesis dataset with 1.9M reactions from patents (1976-2016) Given the product [C:1]([C:5]1[CH:10]=[CH:9][C:8]([C:11]2[N:15]([CH3:16])[N:14]=[C:13]([C:17](=[N:22][NH:21][C:23]([C:25]3[CH:26]=[CH:27][C:28]([S:31]([NH:34][CH3:35])(=[O:32])=[O:33])=[CH:29][CH:30]=3)=[O:24])[CH3:18])[C:12]=2[OH:20])=[CH:7][CH:6]=1)([CH3:4])([CH3:3])[CH3:2], predict the reactants needed to synthesize it. The reactants are: [C:1]([C:5]1[CH:10]=[CH:9][C:8]([C:11]2[N:15]([CH3:16])[N:14]=[C:13]([C:17](=O)[CH3:18])[C:12]=2[OH:20])=[CH:7][CH:6]=1)([CH3:4])([CH3:3])[CH3:2].[NH:21]([C:23]([C:25]1[CH:30]=[CH:29][C:28]([S:31]([NH:34][CH3:35])(=[O:33])=[O:32])=[CH:27][CH:26]=1)=[O:24])[NH2:22].